This data is from Reaction yield outcomes from USPTO patents with 853,638 reactions. The task is: Predict the reaction yield, written as a fraction of the theoretical maximum amount of product (1.0 means a 100% yield; for example, 0.34 means a 34% yield). The reactants are [H-].[Na+].[NH:3]1[C:11]2[C:6](=[CH:7][CH:8]=[CH:9][CH:10]=2)[CH2:5][C:4]1=[O:12].S(OC)(O[CH3:17])(=O)=O. The catalyst is C1(C)C(C)=CC=CC=1. The product is [CH3:17][N:3]1[C:11]2[C:6](=[CH:7][CH:8]=[CH:9][CH:10]=2)[CH2:5][C:4]1=[O:12]. The yield is 0.673.